The task is: Predict the reactants needed to synthesize the given product.. This data is from Full USPTO retrosynthesis dataset with 1.9M reactions from patents (1976-2016). (1) Given the product [F:1][C:2]1[CH:10]=[CH:9][CH:8]=[C:7]2[C:3]=1[C:4]([C:11]([NH:20][CH:17]1[CH2:18][CH2:19][O:14][CH2:15][CH2:16]1)=[O:13])=[N:5][NH:6]2, predict the reactants needed to synthesize it. The reactants are: [F:1][C:2]1[CH:10]=[CH:9][CH:8]=[C:7]2[C:3]=1[C:4]([C:11]([OH:13])=O)=[N:5][NH:6]2.[O:14]1[CH2:19][CH2:18][CH:17]([NH2:20])[CH2:16][CH2:15]1. (2) Given the product [Cl:1][C:2]1[C:7]([C:8]([N:19]2[CH:18]=[CH:16][N:23]=[CH:22]2)=[O:10])=[CH:6][N:5]=[C:4]2[NH:11][CH:12]=[CH:13][C:3]=12, predict the reactants needed to synthesize it. The reactants are: [Cl:1][C:2]1[C:7]([C:8]([OH:10])=O)=[CH:6][N:5]=[C:4]2[NH:11][CH:12]=[CH:13][C:3]=12.CO[C:16]([CH2:18][NH2:19])=O.Cl.O.[CH3:22][N:23](C)C=O. (3) Given the product [CH3:23][NH:24][C:19]([CH2:18][CH2:17][CH2:16][C:15]#[C:14][C:10]1[CH:9]=[C:8]([CH:13]=[CH:12][CH:11]=1)[C:6]([NH:5][CH:3]([CH3:4])[CH2:2][OH:1])=[O:7])=[O:21], predict the reactants needed to synthesize it. The reactants are: [OH:1][CH2:2][CH:3]([NH:5][C:6]([C:8]1[CH:9]=[C:10]([C:14]#[C:15][CH2:16][CH2:17][CH2:18][C:19]([OH:21])=O)[CH:11]=[CH:12][CH:13]=1)=[O:7])[CH3:4].Cl.[CH3:23][NH2:24]. (4) Given the product [Cl:3][C:4]1[CH:5]=[CH:6][C:7]([NH:14][C:15](=[O:28])[CH2:16][C:17]2[CH:22]=[CH:21][CH:20]=[C:19]([C:23]3[CH:27]=[CH:26][O:25][CH:24]=3)[CH:18]=2)=[C:8]([CH:13]=1)[C:9]([OH:11])=[O:10], predict the reactants needed to synthesize it. The reactants are: [OH-].[Na+].[Cl:3][C:4]1[CH:5]=[CH:6][C:7]([NH:14][C:15](=[O:28])[CH2:16][C:17]2[CH:22]=[CH:21][CH:20]=[C:19]([C:23]3[CH:27]=[CH:26][O:25][CH:24]=3)[CH:18]=2)=[C:8]([CH:13]=1)[C:9]([O:11]C)=[O:10].Cl. (5) Given the product [OH:1][C:2]1[CH:3]=[C:4]([CH:8]=[C:9]([N+:11]([O-:13])=[O:12])[CH:10]=1)[C:5]([O:7][CH3:19])=[O:6], predict the reactants needed to synthesize it. The reactants are: [OH:1][C:2]1[CH:3]=[C:4]([CH:8]=[C:9]([N+:11]([O-:13])=[O:12])[CH:10]=1)[C:5]([OH:7])=[O:6].S(=O)(=O)(O)O.[C:19]([O-])([O-])=O.[Na+].[Na+].O. (6) Given the product [CH2:1]([O:8][C:9]1[CH:18]=[C:17]2[C:12]([C:13]([O:19][C:20]3[CH:26]=[CH:25][C:23]([NH:24][C:40]([NH:39][C:34]4[CH:35]=[CH:36][CH:37]=[CH:38][C:33]=4[O:32][CH3:31])=[O:41])=[C:22]([CH3:27])[C:21]=3[CH3:28])=[CH:14][CH:15]=[N:16]2)=[CH:11][C:10]=1[O:29][CH3:30])[C:2]1[CH:7]=[CH:6][CH:5]=[CH:4][CH:3]=1, predict the reactants needed to synthesize it. The reactants are: [CH2:1]([O:8][C:9]1[CH:18]=[C:17]2[C:12]([C:13]([O:19][C:20]3[CH:26]=[CH:25][C:23]([NH2:24])=[C:22]([CH3:27])[C:21]=3[CH3:28])=[CH:14][CH:15]=[N:16]2)=[CH:11][C:10]=1[O:29][CH3:30])[C:2]1[CH:7]=[CH:6][CH:5]=[CH:4][CH:3]=1.[CH3:31][O:32][C:33]1[CH:38]=[CH:37][CH:36]=[CH:35][C:34]=1[N:39]=[C:40]=[O:41].C(=O)([O-])O.[Na+]. (7) The reactants are: Cl[C:2]1[CH:7]=[CH:6][C:5]([C:8]([F:11])([F:10])[F:9])=[CH:4][C:3]=1/[CH:12]=[CH:13]\[C:14]([CH2:18][F:19])([OH:17])[CH2:15][F:16].CC(C)([O-])C.[K+].Cl. Given the product [F:16][CH2:15][C:14]1([CH2:18][F:19])[CH:13]=[CH:12][C:3]2[CH:4]=[C:5]([C:8]([F:11])([F:10])[F:9])[CH:6]=[CH:7][C:2]=2[O:17]1, predict the reactants needed to synthesize it.